This data is from Catalyst prediction with 721,799 reactions and 888 catalyst types from USPTO. The task is: Predict which catalyst facilitates the given reaction. (1) Reactant: [CH2:1]([N:5]1[C:13]2[C:12]([CH3:14])=[C:11]([CH3:15])[N:10]=[C:9]([NH:16]CC3C=CC(OC)=CC=3)[C:8]=2[N:7]=[C:6]1[CH2:26][OH:27])[CH:2]([CH3:4])[CH3:3]. Product: [NH2:16][C:9]1[C:8]2[N:7]=[C:6]([CH2:26][OH:27])[N:5]([CH2:1][CH:2]([CH3:4])[CH3:3])[C:13]=2[C:12]([CH3:14])=[C:11]([CH3:15])[N:10]=1. The catalyst class is: 55. (2) Reactant: [CH3:1][C:2]1[C:11]([NH:12][C:13]2[CH:18]=[CH:17][C:16]([C:19]([F:22])([F:21])[F:20])=[CH:15][C:14]=2[NH:23][C:24]([C@H:26]2[CH2:30][CH2:29][CH2:28][O:27]2)=O)=[CH:10][CH:9]=[CH:8][C:3]=1[C:4]([O:6][CH3:7])=[O:5]. Product: [CH3:1][C:2]1[C:11]([N:12]2[C:13]3[CH:18]=[CH:17][C:16]([C:19]([F:20])([F:21])[F:22])=[CH:15][C:14]=3[N:23]=[C:24]2[C@H:26]2[CH2:30][CH2:29][CH2:28][O:27]2)=[CH:10][CH:9]=[CH:8][C:3]=1[C:4]([O:6][CH3:7])=[O:5]. The catalyst class is: 6.